From a dataset of NCI-60 drug combinations with 297,098 pairs across 59 cell lines. Regression. Given two drug SMILES strings and cell line genomic features, predict the synergy score measuring deviation from expected non-interaction effect. (1) Drug 1: CC(C1=C(C=CC(=C1Cl)F)Cl)OC2=C(N=CC(=C2)C3=CN(N=C3)C4CCNCC4)N. Drug 2: CC12CCC3C(C1CCC2OP(=O)(O)O)CCC4=C3C=CC(=C4)OC(=O)N(CCCl)CCCl.[Na+]. Cell line: NCI-H522. Synergy scores: CSS=-3.82, Synergy_ZIP=-6.33, Synergy_Bliss=-16.2, Synergy_Loewe=-18.7, Synergy_HSA=-16.8. (2) Drug 2: COC1=C2C(=CC3=C1OC=C3)C=CC(=O)O2. Cell line: HL-60(TB). Synergy scores: CSS=68.8, Synergy_ZIP=-2.71, Synergy_Bliss=-4.58, Synergy_Loewe=-50.1, Synergy_HSA=-4.02. Drug 1: C1=NC2=C(N=C(N=C2N1C3C(C(C(O3)CO)O)F)Cl)N. (3) Cell line: SR. Synergy scores: CSS=63.4, Synergy_ZIP=-0.407, Synergy_Bliss=-0.898, Synergy_Loewe=-8.60, Synergy_HSA=0.533. Drug 1: CCC1(C2=C(COC1=O)C(=O)N3CC4=CC5=C(C=CC(=C5CN(C)C)O)N=C4C3=C2)O.Cl. Drug 2: CC12CCC3C(C1CCC2OP(=O)(O)O)CCC4=C3C=CC(=C4)OC(=O)N(CCCl)CCCl.[Na+]. (4) Drug 1: CN1C2=C(C=C(C=C2)N(CCCl)CCCl)N=C1CCCC(=O)O.Cl. Drug 2: C1C(C(OC1N2C=NC3=C2NC=NCC3O)CO)O. Cell line: LOX IMVI. Synergy scores: CSS=3.79, Synergy_ZIP=-0.809, Synergy_Bliss=-1.95, Synergy_Loewe=-1.27, Synergy_HSA=-1.98. (5) Drug 1: C1CC(=O)NC(=O)C1N2C(=O)C3=CC=CC=C3C2=O. Drug 2: CN(C(=O)NC(C=O)C(C(C(CO)O)O)O)N=O. Cell line: MCF7. Synergy scores: CSS=-10.1, Synergy_ZIP=-2.35, Synergy_Bliss=-16.9, Synergy_Loewe=-22.1, Synergy_HSA=-25.7. (6) Drug 1: CCC1=CC2CC(C3=C(CN(C2)C1)C4=CC=CC=C4N3)(C5=C(C=C6C(=C5)C78CCN9C7C(C=CC9)(C(C(C8N6C)(C(=O)OC)O)OC(=O)C)CC)OC)C(=O)OC.C(C(C(=O)O)O)(C(=O)O)O. Drug 2: CC1CCCC2(C(O2)CC(NC(=O)CC(C(C(=O)C(C1O)C)(C)C)O)C(=CC3=CSC(=N3)C)C)C. Cell line: CAKI-1. Synergy scores: CSS=24.4, Synergy_ZIP=-3.57, Synergy_Bliss=-3.26, Synergy_Loewe=0.637, Synergy_HSA=0.448.